From a dataset of Full USPTO retrosynthesis dataset with 1.9M reactions from patents (1976-2016). Predict the reactants needed to synthesize the given product. (1) Given the product [Cl:1][C:2]1[N:3]=[C:4]([C:9]([NH:11][C@@H:12]2[CH2:17][CH2:16][N:15]([C:18]3[S:37][C:38]([C:42]([O:44][CH2:45][CH3:46])=[O:43])=[C:39]([CH3:41])[N:40]=3)[CH2:14][C@H:13]2[NH:25][CH2:26][CH3:27])=[O:10])[NH:5][C:6]=1[CH2:7][CH3:8], predict the reactants needed to synthesize it. The reactants are: [Cl:1][C:2]1[N:3]=[C:4]([C:9]([NH:11][C@@H:12]2[CH2:17][CH2:16][N:15]([C:18](OC(C)(C)C)=O)[CH2:14][C@H:13]2[NH:25][CH2:26][CH3:27])=[O:10])[NH:5][C:6]=1[CH2:7][CH3:8].Cl.O1CCOCC1.BrC1[S:37][C:38]([C:42]([O:44][CH2:45][CH3:46])=[O:43])=[C:39]([CH3:41])[N:40]=1.C(=O)([O-])[O-].[Na+].[Na+]. (2) Given the product [Br:1][C:2]1[CH:3]=[CH:4][C:5]2[O:10][CH2:9][CH2:8][NH:7][C:6]=2[C:12]=1[CH3:13], predict the reactants needed to synthesize it. The reactants are: [Br:1][C:2]1[CH:3]=[CH:4][C:5]2[O:10][CH2:9][C:8](=O)[NH:7][C:6]=2[C:12]=1[CH3:13].CO. (3) Given the product [CH3:1][C:2]1([CH3:18])[CH2:5][C:4]([C:6]([OH:8])=[O:7])([C:12]([OH:14])=[O:13])[CH2:3]1, predict the reactants needed to synthesize it. The reactants are: [CH3:1][C:2]1([CH3:18])[CH2:5][C:4]([C:12]([O:14]C(C)C)=[O:13])([C:6]([O:8]C(C)C)=[O:7])[CH2:3]1.[OH-].[K+]. (4) Given the product [Br:15][C:16]1[CH:17]=[C:18]([C:22]2[C:23]([CH3:24])=[C:7]([C:8]([OH:13])=[O:1])[C:6]3[C:10](=[CH:11][CH:12]=[C:4]([F:3])[CH:5]=3)[N:9]=2)[CH:19]=[CH:20][CH:21]=1, predict the reactants needed to synthesize it. The reactants are: [OH-:1].[K+].[F:3][C:4]1[CH:5]=[C:6]2[C:10](=[CH:11][CH:12]=1)[NH:9][C:8](=[O:13])[C:7]2=O.[Br:15][C:16]1[CH:17]=[C:18]([C:22](=O)[CH2:23][CH3:24])[CH:19]=[CH:20][CH:21]=1.Cl.